Task: Predict the product of the given reaction.. Dataset: Forward reaction prediction with 1.9M reactions from USPTO patents (1976-2016) (1) Given the reactants [CH2:1]([C:3]1[CH:4]=[C:5]([CH:9]=[CH:10][C:11]=1[N+:12]([O-:14])=[O:13])[C:6]([OH:8])=O)[CH3:2].S(Cl)(Cl)=O.[CH:19]1[CH:24]=[CH:23][CH:22]=[CH:21][CH:20]=1.[Cl-].[Al+3].[Cl-].[Cl-], predict the reaction product. The product is: [CH2:1]([C:3]1[CH:4]=[C:5]([C:6]([C:19]2[CH:24]=[CH:23][CH:22]=[CH:21][CH:20]=2)=[O:8])[CH:9]=[CH:10][C:11]=1[N+:12]([O-:14])=[O:13])[CH3:2]. (2) Given the reactants CC(S([NH:7][CH:8]([C:15]12[CH2:22][CH2:21][CH:18]([CH2:19][CH2:20]1)[CH2:17][N:16]2[CH3:23])[C:9]1[CH:14]=[CH:13][CH:12]=[CH:11][CH:10]=1)=O)(C)C.Cl.O1CCOCC1, predict the reaction product. The product is: [CH3:23][N:16]1[CH2:17][CH:18]2[CH2:21][CH2:22][C:15]1([CH:8]([C:9]1[CH:14]=[CH:13][CH:12]=[CH:11][CH:10]=1)[NH2:7])[CH2:20][CH2:19]2. (3) The product is: [F:28][C:26]1[CH:25]=[CH:24][C:23]([S:29]([CH3:32])(=[O:30])=[O:31])=[C:22]([C:20]2[N:19]=[C:18]([N:33]3[CH2:38][CH2:37][O:36][CH2:35][C@@H:34]3[CH3:39])[N:17]=[C:16]([C:13]3[CH:14]=[CH:15][C:10]([NH:9][C:8]([NH:41][C:42]4([CH2:46][OH:47])[CH2:45][CH2:44][CH2:43]4)=[O:40])=[CH:11][CH:12]=3)[CH:21]=2)[CH:27]=1. Given the reactants C1(O[C:8](=[O:40])[NH:9][C:10]2[CH:15]=[CH:14][C:13]([C:16]3[CH:21]=[C:20]([C:22]4[CH:27]=[C:26]([F:28])[CH:25]=[CH:24][C:23]=4[S:29]([CH3:32])(=[O:31])=[O:30])[N:19]=[C:18]([N:33]4[CH2:38][CH2:37][O:36][CH2:35][C@@H:34]4[CH3:39])[N:17]=3)=[CH:12][CH:11]=2)C=CC=CC=1.[NH2:41][C:42]1([CH2:46][OH:47])[CH2:45][CH2:44][CH2:43]1, predict the reaction product. (4) Given the reactants [CH3:1][O:2][C:3]1[CH:8]=[CH:7][C:6]([CH2:9][CH2:10][NH2:11])=[CH:5][CH:4]=1.[CH3:12][O:13][C:14]1[CH:22]=[CH:21][C:17]([C:18](O)=[O:19])=[CH:16][CH:15]=1, predict the reaction product. The product is: [CH3:12][O:13][C:14]1[CH:22]=[CH:21][C:17]([C:18]([NH:11][CH2:10][CH2:9][C:6]2[CH:7]=[CH:8][C:3]([O:2][CH3:1])=[CH:4][CH:5]=2)=[O:19])=[CH:16][CH:15]=1. (5) Given the reactants [CH2:1]([C:5]1[N:6]([CH2:35][C:36]2[CH:41]=[CH:40][C:39]([C:42]3[CH:47]=[CH:46][CH:45]=[CH:44][C:43]=3[C:48]3[N:52](C(C4C=CC=CC=4)(C4C=CC=CC=4)C4C=CC=CC=4)[N:51]=[N:50][N:49]=3)=[CH:38][CH:37]=2)[C:7]([C:11]([O:13][CH:14]([O:16][C:17]([O:19][CH2:20][CH2:21][CH:22]([CH3:34])[C@@H:23]([O:30][N+:31]([O-:33])=[O:32])[C@H:24]([O:26][N+:27]([O-:29])=[O:28])[CH3:25])=[O:18])[CH3:15])=[O:12])=[C:8]([Cl:10])[N:9]=1)[CH2:2][CH2:3][CH3:4].CO, predict the reaction product. The product is: [CH2:1]([C:5]1[N:6]([CH2:35][C:36]2[CH:41]=[CH:40][C:39]([C:42]3[CH:47]=[CH:46][CH:45]=[CH:44][C:43]=3[C:48]3[NH:52][N:51]=[N:50][N:49]=3)=[CH:38][CH:37]=2)[C:7]([C:11]([O:13][CH:14]([O:16][C:17]([O:19][CH2:20][CH2:21][CH:22]([CH3:34])[C@@H:23]([O:30][N+:31]([O-:33])=[O:32])[C@H:24]([O:26][N+:27]([O-:29])=[O:28])[CH3:25])=[O:18])[CH3:15])=[O:12])=[C:8]([Cl:10])[N:9]=1)[CH2:2][CH2:3][CH3:4]. (6) Given the reactants [Cl-:1].C[O:3][C:4](=[O:16])[CH2:5][N:6]1[CH:10]=[CH:9][N+:8]([CH2:11][C:12](=[O:15])[O:13]C)=[CH:7]1.Cl, predict the reaction product. The product is: [Cl-:1].[C:12]([CH2:11][N:8]1[CH:9]=[CH:10][N+:6]([CH2:5][C:4]([OH:16])=[O:3])=[CH:7]1)([OH:15])=[O:13].